This data is from Reaction yield outcomes from USPTO patents with 853,638 reactions. The task is: Predict the reaction yield, written as a fraction of the theoretical maximum amount of product (1.0 means a 100% yield; for example, 0.34 means a 34% yield). The product is [C:1]([C:3]1[C:8]([CH3:9])=[CH:7][CH:6]=[CH:5][C:4]=1[S:10]([N:13]=[C:16]([CH3:17])[C:15]([CH3:20])([CH3:19])[CH3:14])(=[O:12])=[O:11])#[N:2]. The reactants are [C:1]([C:3]1[C:8]([CH3:9])=[CH:7][CH:6]=[CH:5][C:4]=1[S:10]([NH2:13])(=[O:12])=[O:11])#[N:2].[CH3:14][C:15]([CH3:20])([CH3:19])[C:16](=O)[CH3:17]. The yield is 0.0500. The catalyst is ClC(Cl)CCl.ClCCl.[Ti](Cl)(Cl)(Cl)Cl.